The task is: Predict the product of the given reaction.. This data is from Forward reaction prediction with 1.9M reactions from USPTO patents (1976-2016). Given the reactants [C:1]([C:9]1[C:10](=[O:20])[N:11]([CH3:19])[C:12](=[O:18])[N:13]([CH3:17])[C:14]=1[CH2:15]Br)(=O)[C:2]1[CH:7]=[CH:6][CH:5]=[CH:4][CH:3]=1.[NH2:21][C@@H:22]([CH2:33][CH2:34][C:35]([O:37][CH2:38][C:39]1[CH:44]=[CH:43][CH:42]=[CH:41][CH:40]=1)=[O:36])[C:23]([O:25][CH2:26][C:27]1[CH:32]=[CH:31][CH:30]=[CH:29][CH:28]=1)=[O:24].C(N(CC)CC)C, predict the reaction product. The product is: [CH3:17][N:13]1[C:14]2=[CH:15][N:21]([C@@H:22]([CH2:33][CH2:34][C:35]([O:37][CH2:38][C:39]3[CH:40]=[CH:41][CH:42]=[CH:43][CH:44]=3)=[O:36])[C:23]([O:25][CH2:26][C:27]3[CH:32]=[CH:31][CH:30]=[CH:29][CH:28]=3)=[O:24])[C:1]([C:2]3[CH:7]=[CH:6][CH:5]=[CH:4][CH:3]=3)=[C:9]2[C:10](=[O:20])[N:11]([CH3:19])[C:12]1=[O:18].